From a dataset of Full USPTO retrosynthesis dataset with 1.9M reactions from patents (1976-2016). Predict the reactants needed to synthesize the given product. (1) Given the product [N:14]1([C:2]2[CH:9]=[CH:8][C:5]([CH2:6][N:26]3[CH2:27][CH:23]4[CH2:22][N:21]([C:28]([O:30][N:39]5[C:40](=[O:41])[CH2:35][CH2:36][C:37]5=[O:38])=[O:29])[CH2:20][CH:24]4[CH2:25]3)=[C:4]([C:10]([F:13])([F:12])[F:11])[CH:3]=2)[CH2:19][CH2:18][O:17][CH2:16][CH2:15]1, predict the reactants needed to synthesize it. The reactants are: F[C:2]1[CH:9]=[CH:8][C:5]([CH:6]=O)=[C:4]([C:10]([F:13])([F:12])[F:11])[CH:3]=1.[NH:14]1[CH2:19][CH2:18][O:17][CH2:16][CH2:15]1.[CH2:20]1[CH:24]2[CH2:25][NH:26][CH2:27][CH:23]2[CH2:22][N:21]1[C:28]([O:30]C(C)(C)C)=[O:29].[CH2:35]1[C:40](=[O:41])[N:39](OC(O[N:39]2[C:40](=[O:41])[CH2:35][CH2:36][C:37]2=[O:38])=O)[C:37](=[O:38])[CH2:36]1. (2) Given the product [N:21]1([CH2:26][CH2:27][NH:28][C:29]([C:31]2[C:35]([CH3:36])=[C:34]([CH:37]=[C:14]3[C:13]4[C:17](=[CH:18][CH:19]=[C:11]([S:8](=[O:10])(=[O:9])[NH:7][C:3]5[CH:2]=[N:1][CH:6]=[CH:5][CH:4]=5)[CH:12]=4)[NH:16][C:15]3=[O:20])[NH:33][C:32]=2[CH3:39])=[O:30])[CH2:25][CH2:24][CH2:23][CH2:22]1, predict the reactants needed to synthesize it. The reactants are: [N:1]1[CH:6]=[CH:5][CH:4]=[C:3]([NH:7][S:8]([C:11]2[CH:12]=[C:13]3[C:17](=[CH:18][CH:19]=2)[NH:16][C:15](=[O:20])[CH2:14]3)(=[O:10])=[O:9])[CH:2]=1.[N:21]1([CH2:26][CH2:27][NH:28][C:29]([C:31]2[C:35]([CH3:36])=[C:34]([CH:37]=O)[NH:33][C:32]=2[CH3:39])=[O:30])[CH2:25][CH2:24][CH2:23][CH2:22]1. (3) Given the product [C:9]([C:2]1[C:7]([Cl:8])=[CH:6][CH:5]=[CH:4][N:3]=1)([CH3:12])([CH3:11])[CH3:10], predict the reactants needed to synthesize it. The reactants are: Cl[C:2]1[C:7]([Cl:8])=[CH:6][CH:5]=[CH:4][N:3]=1.[C:9]([Mg]Cl)([CH3:12])([CH3:11])[CH3:10].C(OCC)C. (4) Given the product [F:1][C:2]1[CH:7]=[CH:6][C:5]([C:8]2[CH:9]=[CH:10][C:11]([N:14]3[CH2:19][CH2:18][CH:17]([CH2:20][CH2:21][NH:22][C:23](=[O:34])[O:24][CH2:25][C:26]4[O:48][N:47]=[C:46]([CH2:44][CH3:45])[N:50]=4)[CH2:16][CH2:15]3)=[N:12][CH:13]=2)=[CH:4][CH:3]=1, predict the reactants needed to synthesize it. The reactants are: [F:1][C:2]1[CH:7]=[CH:6][C:5]([C:8]2[CH:9]=[CH:10][C:11]([N:14]3[CH2:19][CH2:18][CH:17]([CH2:20][CH2:21][NH:22][C:23](=[O:34])[O:24][C:25]4C=CC([N+]([O-])=O)=C[CH:26]=4)[CH2:16][CH2:15]3)=[N:12][CH:13]=2)=[CH:4][CH:3]=1.C(N(CC)C(C)C)(C)C.[CH2:44]([C:46]1[N:50]=C(CO)[O:48][N:47]=1)[CH3:45]. (5) Given the product [CH3:18][C:19]1[C:20]([C:2]2[C:11]3[C:6](=[CH:7][CH:8]=[CH:9][CH:10]=3)[CH:5]=[C:4]([NH:12][C:13]3[CH:17]=[CH:16][NH:15][N:14]=3)[N:3]=2)=[CH:21][S:22][CH:23]=1, predict the reactants needed to synthesize it. The reactants are: Cl[C:2]1[C:11]2[C:6](=[CH:7][CH:8]=[CH:9][CH:10]=2)[CH:5]=[C:4]([NH:12][C:13]2[CH:17]=[CH:16][NH:15][N:14]=2)[N:3]=1.[CH3:18][C:19]1[C:20](B(O)O)=[CH:21][S:22][CH:23]=1. (6) The reactants are: Br[C:2]1[CH:9]=[CH:8][C:5]([C:6]#[N:7])=[CH:4][CH:3]=1.[Cl:10][C:11]1[CH:17]=[CH:16][CH:15]=[CH:14][C:12]=1[NH2:13].C(=O)([O-])[O-].[Cs+].[Cs+]. Given the product [Cl:10][C:11]1[CH:17]=[CH:16][CH:15]=[CH:14][C:12]=1[NH:13][C:2]1[CH:9]=[CH:8][C:5]([C:6]#[N:7])=[CH:4][CH:3]=1, predict the reactants needed to synthesize it. (7) Given the product [ClH:7].[Cl:7][C:8]1[CH:9]=[C:10]([N:15]2[CH2:16][CH2:17][CH:18]([NH:21][CH3:22])[CH2:19][CH2:20]2)[CH:11]=[CH:12][C:13]=1[Cl:14], predict the reactants needed to synthesize it. The reactants are: C(=O)([O-])[O-].[K+].[K+].[Cl:7][C:8]1[CH:9]=[C:10]([N:15]2[CH2:20][CH2:19][CH:18]([N:21](C)[C:22](=O)C(F)(F)F)[CH2:17][CH2:16]2)[CH:11]=[CH:12][C:13]=1[Cl:14].CO. (8) Given the product [Br:17][CH2:18][CH2:19][CH2:20][CH2:21][CH2:22][CH2:23][CH2:24][CH2:25][CH2:26][CH2:27][N:8]([N:6]1[CH:5]=[N:4][N:3]=[CH:7]1)[C:9]1[CH:10]=[CH:11][C:12]([C:13]#[N:14])=[CH:15][CH:16]=1, predict the reactants needed to synthesize it. The reactants are: [H-].[Na+].[N:3]1[N:4]=[CH:5][N:6]([NH:8][C:9]2[CH:16]=[CH:15][C:12]([C:13]#[N:14])=[CH:11][CH:10]=2)[CH:7]=1.[Br:17][CH2:18][CH2:19][CH2:20][CH2:21][CH2:22][CH2:23][CH2:24][CH2:25][CH2:26][CH2:27]Br.C(OCC)(=O)C. (9) Given the product [S:29]([O:1][CH2:2][CH2:3][C:4]#[C:5][C:6]1[CH:21]=[CH:20][C:9]([O:10][CH2:11][CH2:12][CH2:13][N:14]2[CH2:19][CH2:18][CH2:17][CH2:16][CH2:15]2)=[CH:8][CH:7]=1)([C:32]1[CH:38]=[CH:37][C:35]([CH3:36])=[CH:34][CH:33]=1)(=[O:31])=[O:30], predict the reactants needed to synthesize it. The reactants are: [OH:1][CH2:2][CH2:3][C:4]#[C:5][C:6]1[CH:21]=[CH:20][C:9]([O:10][CH2:11][CH2:12][CH2:13][N:14]2[CH2:19][CH2:18][CH2:17][CH2:16][CH2:15]2)=[CH:8][CH:7]=1.C(N(CC)CC)C.[S:29](Cl)([C:32]1[CH:38]=[CH:37][C:35]([CH3:36])=[CH:34][CH:33]=1)(=[O:31])=[O:30]. (10) Given the product [CH2:13]([C:17]1[N:18]=[C:19]([CH3:52])[N:20]([CH2:39][C:40]([CH3:50])([CH3:51])[CH2:41][OH:42])[C:21](=[O:38])[C:22]=1[CH2:23][C:24]1[CH:29]=[CH:28][C:27]([C:30]2[CH:35]=[CH:34][CH:33]=[CH:32][C:31]=2[C:36]2[NH:3][C:4](=[O:7])[O:5][N:37]=2)=[CH:26][CH:25]=1)[CH2:14][CH2:15][CH3:16], predict the reactants needed to synthesize it. The reactants are: [Cl-].O[NH3+:3].[C:4](=[O:7])([O-])[OH:5].[Na+].CS(C)=O.[CH2:13]([C:17]1[N:18]=[C:19]([CH3:52])[N:20]([CH2:39][C:40]([CH3:51])([CH3:50])[CH2:41][O:42][Si](C(C)(C)C)(C)C)[C:21](=[O:38])[C:22]=1[CH2:23][C:24]1[CH:29]=[CH:28][C:27]([C:30]2[C:31]([C:36]#[N:37])=[CH:32][CH:33]=[CH:34][CH:35]=2)=[CH:26][CH:25]=1)[CH2:14][CH2:15][CH3:16].